From a dataset of Reaction yield outcomes from USPTO patents with 853,638 reactions. Predict the reaction yield, written as a fraction of the theoretical maximum amount of product (1.0 means a 100% yield; for example, 0.34 means a 34% yield). (1) The reactants are [F:1][C:2]1[CH:7]=[CH:6][C:5]([C:8]([CH3:12])([CH3:11])[C:9]#[N:10])=[CH:4][CH:3]=1.[H-].[Al+3].[Li+].[H-].[H-].[H-].O.[OH-].[Na+]. The catalyst is C1COCC1. The product is [F:1][C:2]1[CH:3]=[CH:4][C:5]([C:8]([CH3:12])([CH3:11])[CH2:9][NH2:10])=[CH:6][CH:7]=1. The yield is 0.920. (2) The reactants are Cl[C:2]1[N:3]=[N:4][CH:5]=[C:6]([C:8]2[C:13]([C:14]([OH:17])([CH3:16])[CH3:15])=[CH:12][CH:11]=[CH:10][N:9]=2)[CH:7]=1.O.[NH2:19][NH2:20]. No catalyst specified. The product is [NH:19]([C:2]1[N:3]=[N:4][CH:5]=[C:6]([C:8]2[C:13]([C:14]([OH:17])([CH3:16])[CH3:15])=[CH:12][CH:11]=[CH:10][N:9]=2)[CH:7]=1)[NH2:20]. The yield is 0.990.